From a dataset of Full USPTO retrosynthesis dataset with 1.9M reactions from patents (1976-2016). Predict the reactants needed to synthesize the given product. (1) Given the product [Cl:14][C:15]1[CH:16]=[C:17]([CH:20]=[CH:21][C:22]=1[Cl:23])[CH2:18][O:1][C:2]1[CH:3]=[CH:4][C:5]([C:6]([O:8][CH3:9])=[O:7])=[CH:10][CH:11]=1, predict the reactants needed to synthesize it. The reactants are: [OH:1][C:2]1[CH:11]=[CH:10][C:5]([C:6]([O:8][CH3:9])=[O:7])=[CH:4][CH:3]=1.[H-].[Na+].[Cl:14][C:15]1[CH:16]=[C:17]([CH:20]=[CH:21][C:22]=1[Cl:23])[CH2:18]Br. (2) Given the product [Cl:26][C:20]1[CH:19]=[C:18]([C:8]2([C:4]3[CH:5]=[CH:6][CH:7]=[C:2]([C:31]4[CH:32]=[N:27][CH:28]=[N:29][CH:30]=4)[CH:3]=3)[C:16]3[C:11](=[N:12][CH:13]=[CH:14][CH:15]=3)[C:10]([NH2:17])=[N:9]2)[CH:23]=[CH:22][C:21]=1[O:24][CH3:25], predict the reactants needed to synthesize it. The reactants are: Br[C:2]1[CH:3]=[C:4]([C:8]2([C:18]3[CH:23]=[CH:22][C:21]([O:24][CH3:25])=[C:20]([Cl:26])[CH:19]=3)[C:16]3[C:11](=[N:12][CH:13]=[CH:14][CH:15]=3)[C:10]([NH2:17])=[N:9]2)[CH:5]=[CH:6][CH:7]=1.[N:27]1[CH:32]=[C:31](B(O)O)[CH:30]=[N:29][CH:28]=1. (3) Given the product [CH3:29][N:30]([CH:34]1[CH2:38][CH2:37][N:36]([CH2:2][C:3]2[N:4]([CH3:28])[C:5]3[C:10]([N:11]=2)=[C:9]([N:12]2[CH2:17][CH2:16][O:15][CH2:14][CH2:13]2)[N:8]=[C:7]([N:18]2[C:22]4[CH:23]=[CH:24][CH:25]=[CH:26][C:21]=4[N:20]=[C:19]2[CH3:27])[N:6]=3)[CH2:35]1)[C:31](=[O:33])[CH3:32], predict the reactants needed to synthesize it. The reactants are: Br[CH2:2][C:3]1[N:4]([CH3:28])[C:5]2[C:10]([N:11]=1)=[C:9]([N:12]1[CH2:17][CH2:16][O:15][CH2:14][CH2:13]1)[N:8]=[C:7]([N:18]1[C:22]3[CH:23]=[CH:24][CH:25]=[CH:26][C:21]=3[N:20]=[C:19]1[CH3:27])[N:6]=2.[CH3:29][N:30]([CH:34]1[CH2:38][CH2:37][NH:36][CH2:35]1)[C:31](=[O:33])[CH3:32]. (4) Given the product [CH2:4]([N:11]1[CH2:12][C:13]([C:23]2[CH:28]=[CH:27][CH:26]=[CH:25][CH:24]=2)=[C:14]([C:17]([O:19][CH2:20][CH3:21])=[O:18])[CH2:15][CH2:16]1)[C:5]1[CH:10]=[CH:9][CH:8]=[CH:7][CH:6]=1, predict the reactants needed to synthesize it. The reactants are: [H-].[Na+].Cl.[CH2:4]([N:11]1[CH2:16][CH2:15][CH:14]([C:17]([O:19][CH2:20][CH3:21])=[O:18])[C:13](=O)[CH2:12]1)[C:5]1[CH:10]=[CH:9][CH:8]=[CH:7][CH:6]=1.[CH:23]1[CH:28]=[CH:27][C:26](N(S(C(F)(F)F)(=O)=O)S(C(F)(F)F)(=O)=O)=[CH:25][CH:24]=1.